From a dataset of Forward reaction prediction with 1.9M reactions from USPTO patents (1976-2016). Predict the product of the given reaction. Given the reactants [Cl:1][C:2]1[CH:7]=[CH:6][C:5]([CH:8]([C:19]2[CH:20]=[C:21]([CH:27]=[CH:28][CH:29]=2)[C:22]([O:24][CH2:25][CH3:26])=[O:23])[CH2:9][C:10](=[O:18])[C:11]2[CH:16]=[CH:15][C:14](=[O:17])[NH:13][CH:12]=2)=[C:4]([F:30])[CH:3]=1.IC.[C:33](=O)([O-])[O-].[K+].[K+], predict the reaction product. The product is: [Cl:1][C:2]1[CH:7]=[CH:6][C:5]([CH:8]([C:19]2[CH:20]=[C:21]([CH:27]=[CH:28][CH:29]=2)[C:22]([O:24][CH2:25][CH3:26])=[O:23])[CH2:9][C:10]([C:11]2[CH:16]=[CH:15][C:14](=[O:17])[N:13]([CH3:33])[CH:12]=2)=[O:18])=[C:4]([F:30])[CH:3]=1.